From a dataset of Peptide-MHC class I binding affinity with 185,985 pairs from IEDB/IMGT. Regression. Given a peptide amino acid sequence and an MHC pseudo amino acid sequence, predict their binding affinity value. This is MHC class I binding data. (1) The peptide sequence is ASTISWMMK. The MHC is HLA-A68:01 with pseudo-sequence HLA-A68:01. The binding affinity (normalized) is 0.411. (2) The peptide sequence is YMVKYPNL. The MHC is H-2-Db with pseudo-sequence H-2-Db. The binding affinity (normalized) is 0. (3) The peptide sequence is CMLNNSFYY. The MHC is H-2-Db with pseudo-sequence H-2-Db. The binding affinity (normalized) is 0.133. (4) The peptide sequence is SFTVKLGGVF. The MHC is HLA-A29:02 with pseudo-sequence HLA-A29:02. The binding affinity (normalized) is 0.107. (5) The peptide sequence is RPNRQLGSM. The MHC is HLA-A02:19 with pseudo-sequence HLA-A02:19. The binding affinity (normalized) is 0.0847. (6) The peptide sequence is RAPKVRLSL. The MHC is HLA-B58:01 with pseudo-sequence HLA-B58:01. The binding affinity (normalized) is 0.0847. (7) The peptide sequence is LVIGFLFLA. The MHC is HLA-A02:01 with pseudo-sequence HLA-A02:01. The binding affinity (normalized) is 0.971. (8) The peptide sequence is LPADPASVL. The MHC is HLA-B44:03 with pseudo-sequence HLA-B44:03. The binding affinity (normalized) is 0.0847. (9) The peptide sequence is WTGMVDGWY. The binding affinity (normalized) is 0.0847. The MHC is HLA-A69:01 with pseudo-sequence HLA-A69:01. (10) The binding affinity (normalized) is 0.896. The MHC is HLA-A02:03 with pseudo-sequence HLA-A02:03. The peptide sequence is ILSCIFAFI.